Predict which catalyst facilitates the given reaction. From a dataset of Catalyst prediction with 721,799 reactions and 888 catalyst types from USPTO. (1) The catalyst class is: 4. Reactant: [Br:1][C:2]1[CH:3]=[C:4]([NH2:8])[CH:5]=[N:6][CH:7]=1.C(N(CC)C(C)C)(C)C.[CH:18]1([C:21](Cl)=[O:22])[CH2:20][CH2:19]1. Product: [Br:1][C:2]1[CH:3]=[C:4]([NH:8][C:21]([CH:18]2[CH2:20][CH2:19]2)=[O:22])[CH:5]=[N:6][CH:7]=1. (2) Reactant: [O:1]1[CH2:6][CH:5]=[C:4]([C:7]2[CH:8]=[C:9]3[C:14](=[N:15][CH:16]=2)[N:13]([CH3:17])[C:12](=[O:18])[C:11]([C:19]([NH:21][CH2:22][C:23]([OH:25])=[O:24])=[O:20])=[C:10]3[OH:26])[CH2:3][CH2:2]1.[OH-].[Na+]. Product: [OH:26][C:10]1[C:9]2[C:14](=[N:15][CH:16]=[C:7]([CH:4]3[CH2:5][CH2:6][O:1][CH2:2][CH2:3]3)[CH:8]=2)[N:13]([CH3:17])[C:12](=[O:18])[C:11]=1[C:19]([NH:21][CH2:22][C:23]([OH:25])=[O:24])=[O:20]. The catalyst class is: 19.